Dataset: Full USPTO retrosynthesis dataset with 1.9M reactions from patents (1976-2016). Task: Predict the reactants needed to synthesize the given product. Given the product [CH3:14][O:13][C:7]1[C:3]2[C:4](=[O:5])[NH:6][C:15]([C:17]3[CH:27]=[C:26]([CH3:28])[C:20]([CH2:21][NH:22][C:23](=[O:25])[CH3:24])=[C:19]([CH3:29])[CH:18]=3)=[N:1][C:2]=2[N:10]=[C:9]([O:11][CH3:12])[CH:8]=1, predict the reactants needed to synthesize it. The reactants are: [NH2:1][C:2]1[N:10]=[C:9]([O:11][CH3:12])[CH:8]=[C:7]([O:13][CH3:14])[C:3]=1[C:4]([NH2:6])=[O:5].[CH:15]([C:17]1[CH:27]=[C:26]([CH3:28])[C:20]([CH2:21][NH:22][C:23](=[O:25])[CH3:24])=[C:19]([CH3:29])[CH:18]=1)=O.S([O-])(O)=O.[Na+].O.C1(C)C=CC(S(O)(=O)=O)=CC=1.